Predict the product of the given reaction. From a dataset of Forward reaction prediction with 1.9M reactions from USPTO patents (1976-2016). Given the reactants [O:1]=[C:2]1[NH:7][C:6](=[O:8])[C:5]([C:9]([O:11][CH2:12][CH3:13])=[O:10])=[CH:4][N:3]1[C:14]1[CH:19]=[CH:18][C:17]([N:20]2[CH2:24][CH2:23][O:22][C:21]2=[O:25])=[CH:16][CH:15]=1.[F:26][C:27]([F:39])([F:38])[C:28]1[CH:36]=[CH:35][CH:34]=[C:33]2[C:29]=1[CH2:30][CH2:31][C@@H:32]2O.C1(P(C2C=CC=CC=2)C2C=CC=CC=2)C=CC=CC=1.N(C(OC(C)C)=O)=NC(OC(C)C)=O.Cl, predict the reaction product. The product is: [O:1]=[C:2]1[N:7]([C@H:32]2[C:33]3[C:29](=[C:28]([C:27]([F:26])([F:38])[F:39])[CH:36]=[CH:35][CH:34]=3)[CH2:30][CH2:31]2)[C:6](=[O:8])[C:5]([C:9]([O:11][CH2:12][CH3:13])=[O:10])=[CH:4][N:3]1[C:14]1[CH:15]=[CH:16][C:17]([N:20]2[CH2:24][CH2:23][O:22][C:21]2=[O:25])=[CH:18][CH:19]=1.